From a dataset of Full USPTO retrosynthesis dataset with 1.9M reactions from patents (1976-2016). Predict the reactants needed to synthesize the given product. Given the product [CH3:17][NH:7][C:6]1[CH:8]=[CH:9][C:3]([O:2][CH3:1])=[CH:4][C:5]=1[N+:10]([O-:12])=[O:11], predict the reactants needed to synthesize it. The reactants are: [CH3:1][O:2][C:3]1[CH:9]=[CH:8][C:6]([NH2:7])=[C:5]([N+:10]([O-:12])=[O:11])[CH:4]=1.[H-].[Na+].CI.[C:17]([O-])(O)=O.[Na+].